From a dataset of Full USPTO retrosynthesis dataset with 1.9M reactions from patents (1976-2016). Predict the reactants needed to synthesize the given product. (1) Given the product [I:1][C:2]1[CH:8]=[C:7]([CH2:9][CH2:10][CH2:11][CH2:12][CH2:13][CH2:14][CH2:15][CH3:16])[CH:6]=[CH:5][C:3]=1[SH:24], predict the reactants needed to synthesize it. The reactants are: [I:1][C:2]1[CH:8]=[C:7]([CH2:9][CH2:10][CH2:11][CH2:12][CH2:13][CH2:14][CH2:15][CH3:16])[CH:6]=[CH:5][C:3]=1N.N([O-])=O.[Na+].[OH-].[K+].C(=S)=[S:24]. (2) Given the product [F:50][C:2]([F:1])([F:49])[C:3]1[CH:4]=[C:5]([CH:46]=[CH:47][CH:48]=1)[CH2:6][NH:7][C:8]([C:10]1[CH:15]=[CH:14][N:13]=[C:12]([C:16]2[CH:21]=[C:20]([O:22][CH:23]([CH3:24])[CH3:25])[CH:19]=[CH:18][C:17]=2[NH:26][C:27]([C:29]2[CH:30]=[C:31]([CH:43]=[CH:44][CH:45]=2)[CH2:32][S:33][CH2:34][CH2:35][C:36]([OH:38])=[O:37])=[O:28])[CH:11]=1)=[O:9], predict the reactants needed to synthesize it. The reactants are: [F:1][C:2]([F:50])([F:49])[C:3]1[CH:4]=[C:5]([CH:46]=[CH:47][CH:48]=1)[CH2:6][NH:7][C:8]([C:10]1[CH:15]=[CH:14][N:13]=[C:12]([C:16]2[CH:21]=[C:20]([O:22][CH:23]([CH3:25])[CH3:24])[CH:19]=[CH:18][C:17]=2[NH:26][C:27]([C:29]2[CH:30]=[C:31]([CH:43]=[CH:44][CH:45]=2)[CH2:32][S:33][CH2:34][CH2:35][C:36]([O:38]C(C)(C)C)=[O:37])=[O:28])[CH:11]=1)=[O:9].FC(F)(F)C(O)=O.